Dataset: Full USPTO retrosynthesis dataset with 1.9M reactions from patents (1976-2016). Task: Predict the reactants needed to synthesize the given product. (1) Given the product [CH3:50][CH2:49][N:48]([CH2:5][C:6]([NH:8][C:9]1[CH:10]=[CH:11][CH:12]=[C:13]([O:46][CH2:34][C:28]2[CH:27]=[CH:33][CH:32]=[CH:30][CH:29]=2)[CH:14]=1)=[O:7])[CH2:52][CH3:51], predict the reactants needed to synthesize it. The reactants are: NC1C=C[C:5]([C:6]([NH:8][C:9]2[CH:14]=[CH:13][C:12](N)=[CH:11][CH:10]=2)=[O:7])=CC=1.F[C:34](F)(F)[C:28]1[CH:29]=[C:30](N)[CH:32]=[CH:33][C:27]=1[C:27]1[CH:33]=[CH:32][C:30](N)=[CH:29][C:28]=1[C:34](F)(F)F.C([OH:46])CCCCC.C[N:48]1[CH2:52][CH2:51][CH2:50][C:49]1=O. (2) Given the product [Br:1][C:2]1[C:3]([NH:11][NH2:12])=[N:4][C:5]([Cl:8])=[N:6][CH:7]=1, predict the reactants needed to synthesize it. The reactants are: [Br:1][C:2]1[C:3](Cl)=[N:4][C:5]([Cl:8])=[N:6][CH:7]=1.O.[NH2:11][NH2:12]. (3) Given the product [CH:10]1[C:9]2[N:8]([C:5]3[CH:4]=[CH:3][C:2]([B:32]([OH:35])[OH:33])=[CH:7][CH:6]=3)[C:20]3[C:15](=[CH:16][CH:17]=[CH:18][CH:19]=3)[C:14]=2[CH:13]=[CH:12][CH:11]=1, predict the reactants needed to synthesize it. The reactants are: Br[C:2]1[CH:7]=[CH:6][C:5]([N:8]2[C:20]3[CH:19]=[CH:18][CH:17]=[CH:16][C:15]=3[C:14]3[C:9]2=[CH:10][CH:11]=[CH:12][CH:13]=3)=[CH:4][CH:3]=1.CCCCCC.C([Li])CCC.[B:32](OC)([O:35]C)[O:33]C.Cl.